From a dataset of Forward reaction prediction with 1.9M reactions from USPTO patents (1976-2016). Predict the product of the given reaction. (1) Given the reactants N#N.[CH3:3][O:4][CH2:5][C:6]1[S:10][C:9]([CH2:11][OH:12])=[CH:8][CH:7]=1.CCN(CC)CC.[S:20](Cl)([CH3:23])(=[O:22])=[O:21], predict the reaction product. The product is: [CH3:23][S:20]([O:12][CH2:11][C:9]1[S:10][C:6]([CH2:5][O:4][CH3:3])=[CH:7][CH:8]=1)(=[O:22])=[O:21]. (2) The product is: [F:1][C:2]1[CH:7]=[CH:6][C:5]([N:8]([CH2:23][O:24][CH2:25][CH2:26][Si:27]([CH3:30])([CH3:28])[CH3:29])[C:9]([C:11]2[N:16]=[CH:15][C:14]([CH:17]([CH3:22])[C:18]([O:20][CH3:21])=[O:19])=[CH:13][N:12]=2)=[O:10])=[CH:4][CH:3]=1. Given the reactants [F:1][C:2]1[CH:7]=[CH:6][C:5]([N:8]([CH2:23][O:24][CH2:25][CH2:26][Si:27]([CH3:30])([CH3:29])[CH3:28])[C:9]([C:11]2[N:16]=[CH:15][C:14]([C:17](=[CH2:22])[C:18]([O:20][CH3:21])=[O:19])=[CH:13][N:12]=2)=[O:10])=[CH:4][CH:3]=1.[H][H], predict the reaction product. (3) Given the reactants [NH2:1][CH2:2][C:3]1[C:4]([F:21])=[C:5]([O:10][C:11]2[C:12]([Cl:20])=[C:13]([CH:16]=[C:17]([Cl:19])[CH:18]=2)[C:14]#[N:15])[C:6]([Cl:9])=[CH:7][CH:8]=1.[Cl:22][C:23]1[N:24]=[C:25]([CH3:31])[NH:26][C:27]=1[C:28](O)=[O:29].C1C=CC2N(O)N=NC=2C=1.C(Cl)CCl.C(O)(C(F)(F)F)=O, predict the reaction product. The product is: [Cl:22][C:23]1[N:24]=[C:25]([CH3:31])[NH:26][C:27]=1[C:28]([NH:1][CH2:2][C:3]1[CH:8]=[CH:7][C:6]([Cl:9])=[C:5]([O:10][C:11]2[CH:18]=[C:17]([Cl:19])[CH:16]=[C:13]([C:14]#[N:15])[C:12]=2[Cl:20])[C:4]=1[F:21])=[O:29]. (4) Given the reactants [F:1][C:2]1[CH:3]=[C:4]([CH:6]=[C:7]([C:9]([F:12])([F:11])[F:10])[CH:8]=1)[NH2:5].[Cl:13][C:14]1[CH:19]=[CH:18][C:17]([N:20]=[C:21]=[O:22])=[CH:16][C:15]=1[C:23]([F:26])([F:25])[F:24], predict the reaction product. The product is: [F:1][C:2]1[CH:3]=[C:4]([NH:5][C:21]([NH:20][C:17]2[CH:18]=[CH:19][C:14]([Cl:13])=[C:15]([C:23]([F:25])([F:24])[F:26])[CH:16]=2)=[O:22])[CH:6]=[C:7]([C:9]([F:10])([F:11])[F:12])[CH:8]=1. (5) Given the reactants [I:1][C:2]1[CH:8]=[CH:7][CH:6]=[CH:5][C:3]=1[NH2:4].Cl[C:10]([O:12][CH2:13][C:14]1[CH:19]=[CH:18][CH:17]=[CH:16][CH:15]=1)=[O:11], predict the reaction product. The product is: [I:1][C:2]1[CH:8]=[CH:7][CH:6]=[CH:5][C:3]=1[NH:4][C:10](=[O:11])[O:12][CH2:13][C:14]1[CH:19]=[CH:18][CH:17]=[CH:16][CH:15]=1. (6) The product is: [C:1]([O:5][C:6]([N:8]1[C:12]2[N:13]=[C:14]([C:18]3[CH:23]=[CH:22][CH:21]=[CH:20][CH:19]=3)[N:15]=[C:16]([Cl:17])[C:11]=2[CH:10]=[C:9]1[CH:24]=[N:35][O:34][CH2:27][C:28]1[CH:33]=[CH:32][CH:31]=[CH:30][CH:29]=1)=[O:7])([CH3:4])([CH3:3])[CH3:2]. Given the reactants [C:1]([O:5][C:6]([N:8]1[C:12]2[N:13]=[C:14]([C:18]3[CH:23]=[CH:22][CH:21]=[CH:20][CH:19]=3)[N:15]=[C:16]([Cl:17])[C:11]=2[CH:10]=[C:9]1[CH:24]=O)=[O:7])([CH3:4])([CH3:3])[CH3:2].Cl.[CH2:27]([O:34][NH2:35])[C:28]1[CH:33]=[CH:32][CH:31]=[CH:30][CH:29]=1.N1C=CC=CC=1.[NH4+].[Cl-], predict the reaction product. (7) Given the reactants Cl[C:2]1[C:11]([N+:12]([O-:14])=[O:13])=[CH:10][CH:9]=[CH:8][C:3]=1[C:4]([O:6][CH3:7])=[O:5].C(N(CC)CC)C.[CH3:22][O:23][CH2:24][CH2:25][CH2:26][NH2:27], predict the reaction product. The product is: [CH3:22][O:23][CH2:24][CH2:25][CH2:26][NH:27][C:2]1[C:11]([N+:12]([O-:14])=[O:13])=[CH:10][CH:9]=[CH:8][C:3]=1[C:4]([O:6][CH3:7])=[O:5]. (8) Given the reactants [Cl:1][C:2]1[N:7]=[CH:6][C:5]2[CH:8]=[N:9][NH:10][C:4]=2[CH:3]=1.Br[C:12]1[N:17]=[C:16]([N:18]2[CH2:24][CH2:23][CH2:22][N:21]([C:25]([O:27][C:28]([CH3:31])([CH3:30])[CH3:29])=[O:26])[CH2:20][CH2:19]2)[CH:15]=[N:14][CH:13]=1.CNCCNC.C(=O)([O-])[O-].[K+].[K+], predict the reaction product. The product is: [Cl:1][C:2]1[N:7]=[CH:6][C:5]2[CH:8]=[N:9][N:10]([C:12]3[N:17]=[C:16]([N:18]4[CH2:24][CH2:23][CH2:22][N:21]([C:25]([O:27][C:28]([CH3:31])([CH3:30])[CH3:29])=[O:26])[CH2:20][CH2:19]4)[CH:15]=[N:14][CH:13]=3)[C:4]=2[CH:3]=1.